Dataset: Forward reaction prediction with 1.9M reactions from USPTO patents (1976-2016). Task: Predict the product of the given reaction. (1) Given the reactants [Cl:1][C:2]1[CH:7]=[CH:6][C:5]([S:8]([CH:11]([C:24]2[CH:29]=[C:28]([F:30])[CH:27]=[CH:26][C:25]=2[F:31])[C:12]2[N:17]=[CH:16][C:15]([CH:18]=[CH:19][C:20]([O:22][CH3:23])=[O:21])=[CH:14][CH:13]=2)(=[O:10])=[O:9])=[CH:4][CH:3]=1.[H][H], predict the reaction product. The product is: [Cl:1][C:2]1[CH:7]=[CH:6][C:5]([S:8]([CH:11]([C:24]2[CH:29]=[C:28]([F:30])[CH:27]=[CH:26][C:25]=2[F:31])[C:12]2[N:17]=[CH:16][C:15]([CH2:18][CH2:19][C:20]([O:22][CH3:23])=[O:21])=[CH:14][CH:13]=2)(=[O:10])=[O:9])=[CH:4][CH:3]=1. (2) Given the reactants C1COCC1.CCCCCC.CC(OC)(C)C.C([O:22][S:23]([C:26]1[CH:31]=[CH:30][C:29](B(O)O)=[CH:28][CH:27]=1)(=[O:25])=[O:24])C(C)C.I[C:36]1[CH:37]=[N:38][CH:39]=[CH:40][CH:41]=1.C(=O)([O-])[O-].[Na+:46].[Na+], predict the reaction product. The product is: [N:38]1[CH:39]=[CH:40][CH:41]=[C:36]([C:29]2[CH:28]=[CH:27][C:26]([S:23]([O-:22])(=[O:24])=[O:25])=[CH:31][CH:30]=2)[CH:37]=1.[Na+:46].